Dataset: Full USPTO retrosynthesis dataset with 1.9M reactions from patents (1976-2016). Task: Predict the reactants needed to synthesize the given product. (1) Given the product [CH2:9]([NH:8][CH2:13][CH3:12])[CH3:10].[Cl:14][C:15]1[CH:16]=[C:17]([CH:31]=[CH:32][C:33]=1[C:34]#[N:35])[O:18][C:19]1[CH:24]=[CH:23][C:22]([S:25]([NH:7][C:4]2[CH:5]=[CH:6][N:2]([CH3:1])[N:3]=2)(=[O:27])=[O:26])=[CH:21][C:20]=1[C:29]#[N:30], predict the reactants needed to synthesize it. The reactants are: [CH3:1][N:2]1[CH:6]=[CH:5][C:4]([NH2:7])=[N:3]1.[N:8]1[CH:13]=[CH:12]C=[CH:10][CH:9]=1.[Cl:14][C:15]1[CH:16]=[C:17]([CH:31]=[CH:32][C:33]=1[C:34]#[N:35])[O:18][C:19]1[CH:24]=[CH:23][C:22]([S:25](Cl)(=[O:27])=[O:26])=[CH:21][C:20]=1[C:29]#[N:30]. (2) Given the product [Cl:1][C:2]1[CH:3]=[C:4]([CH:17]=[CH:18][CH:19]=1)[CH2:5][C:6]1[NH:7][C:8](=[O:16])[C:9]([C:14]#[N:15])=[C:10]([N:20]2[CH2:24][CH2:23][CH2:22][CH2:21]2)[N:11]=1, predict the reactants needed to synthesize it. The reactants are: [Cl:1][C:2]1[CH:3]=[C:4]([CH:17]=[CH:18][CH:19]=1)[CH2:5][C:6]1[NH:7][C:8](=[O:16])[C:9]([C:14]#[N:15])=[C:10](SC)[N:11]=1.[NH:20]1[CH2:24][CH2:23][CH2:22][CH2:21]1. (3) Given the product [F:27][C:24]([F:25])([F:26])[C:16]1[CH:15]=[C:14]([NH:13][C:11](=[O:12])[C:10]2[CH:28]=[C:29]([C:32]3[N:33]=[C:34]([CH3:37])[S:35][CH:36]=3)[CH:30]=[CH:31][C:9]=2[OH:8])[CH:19]=[C:18]([C:20]([F:21])([F:22])[F:23])[CH:17]=1, predict the reactants needed to synthesize it. The reactants are: C([O:8][C:9]1[CH:31]=[CH:30][C:29]([C:32]2[N:33]=[C:34]([CH3:37])[S:35][CH:36]=2)=[CH:28][C:10]=1[C:11]([NH:13][C:14]1[CH:19]=[C:18]([C:20]([F:23])([F:22])[F:21])[CH:17]=[C:16]([C:24]([F:27])([F:26])[F:25])[CH:15]=1)=[O:12])C1C=CC=CC=1.